Dataset: Forward reaction prediction with 1.9M reactions from USPTO patents (1976-2016). Task: Predict the product of the given reaction. (1) Given the reactants [N:1]1[CH:6]=[CH:5][CH:4]=[CH:3][C:2]=1[CH2:7][C:8]([O:10][CH3:11])=[O:9].[N:12]([O-])=[O:13].[Na+].C(=O)([O-])O.[Na+], predict the reaction product. The product is: [CH3:11][O:10][C:8](=[O:9])[C:7](=[N:12][OH:13])[C:2]1[CH:3]=[CH:4][CH:5]=[CH:6][N:1]=1. (2) Given the reactants [CH3:1][C:2]1[N:7]=[C:6]2[S:8][C:9]([C:11]3[CH:12]=[N:13][NH:14][CH:15]=3)=[CH:10][C:5]2=[C:4]([NH:16][S:17]([C:20]2[CH:25]=[CH:24][CH:23]=[CH:22][CH:21]=2)(=[O:19])=[O:18])[C:3]=1[C:26]([O:28][CH2:29][CH3:30])=[O:27].[Br:31]Br, predict the reaction product. The product is: [Br:31][C:10]1[C:5]2[C:6](=[N:7][C:2]([CH3:1])=[C:3]([C:26]([O:28][CH2:29][CH3:30])=[O:27])[C:4]=2[NH:16][S:17]([C:20]2[CH:25]=[CH:24][CH:23]=[CH:22][CH:21]=2)(=[O:19])=[O:18])[S:8][C:9]=1[C:11]1[CH:15]=[N:14][NH:13][CH:12]=1. (3) Given the reactants CS(O[CH2:6][C:7]1[N:12]=[CH:11][C:10]2[N:13]=[CH:14][N:15]([C:16]3[S:17][C:18]([C:34](=[O:36])[NH2:35])=[C:19]([O:21][C@@H:22]([C:24]4[CH:29]=[CH:28][CH:27]=[CH:26][C:25]=4[C:30]([F:33])([F:32])[F:31])[CH3:23])[CH:20]=3)[C:9]=2[CH:8]=1)(=O)=O.[CH3:37][N:38]1[CH2:43][CH2:42][NH:41][CH:40]([CH2:44][OH:45])[CH2:39]1.C(OC(N1CCNCC1C(O)=O)=O)(C)(C)C.C(OC(N1CCNC[C@H]1C(O)=O)=O)(C)(C)C, predict the reaction product. The product is: [OH:45][CH2:44][CH:40]1[CH2:39][N:38]([CH3:37])[CH2:43][CH2:42][N:41]1[CH2:6][C:7]1[N:12]=[CH:11][C:10]2[N:13]=[CH:14][N:15]([C:16]3[S:17][C:18]([C:34]([NH2:35])=[O:36])=[C:19]([O:21][C@@H:22]([C:24]4[CH:29]=[CH:28][CH:27]=[CH:26][C:25]=4[C:30]([F:33])([F:32])[F:31])[CH3:23])[CH:20]=3)[C:9]=2[CH:8]=1. (4) Given the reactants [CH3:1][O:2][C:3]1[N:8]=[C:7]([C:9]2[S:13][C:12]([CH:14]=[O:15])=[CH:11][CH:10]=2)[CH:6]=[C:5]([NH:16][CH2:17][CH2:18][C:19]2[CH:24]=[CH:23][C:22]([O:25][CH3:26])=[CH:21][CH:20]=2)[N:4]=1.[Mn]([O-])(=O)(=O)=[O:28].[K+], predict the reaction product. The product is: [CH3:1][O:2][C:3]1[N:8]=[C:7]([C:9]2[S:13][C:12]([C:14]([OH:28])=[O:15])=[CH:11][CH:10]=2)[CH:6]=[C:5]([NH:16][CH2:17][CH2:18][C:19]2[CH:20]=[CH:21][C:22]([O:25][CH3:26])=[CH:23][CH:24]=2)[N:4]=1. (5) Given the reactants [F:1][C:2]1[CH:19]=[CH:18][C:5]([CH2:6][CH2:7][O:8][C:9]2[CH:14]=[CH:13][C:12]([B:15]([OH:17])[OH:16])=[CH:11][CH:10]=2)=[CH:4][CH:3]=1.[CH3:20][N:21]([CH2:26][C:27](O)=[O:28])[CH2:22][C:23](O)=[O:24], predict the reaction product. The product is: [F:1][C:2]1[CH:3]=[CH:4][C:5]([CH2:6][CH2:7][O:8][C:9]2[CH:14]=[CH:13][C:12]([B:15]3[O:17][C:27](=[O:28])[CH2:26][N:21]([CH3:20])[CH2:22][C:23](=[O:24])[O:16]3)=[CH:11][CH:10]=2)=[CH:18][CH:19]=1. (6) Given the reactants [CH3:1][C:2]([O:5][C:6]([N:8]([C:26]([O:28][C:29]([CH3:32])([CH3:31])[CH3:30])=[O:27])[N:9]([C:17]1[C:22]([F:23])=[C:21](Cl)[N:20]=[C:19]([Cl:25])[N:18]=1)[C:10]([O:12][C:13]([CH3:16])([CH3:15])[CH3:14])=[O:11])=[O:7])([CH3:4])[CH3:3].C(N(CC)CC)C.[O:40]1[CH:44]=[CH:43][CH:42]=[C:41]1[CH2:45][NH:46][CH3:47], predict the reaction product. The product is: [CH3:31][C:29]([O:28][C:26]([N:8]([C:6]([O:5][C:2]([CH3:4])([CH3:1])[CH3:3])=[O:7])[N:9]([C:17]1[C:22]([F:23])=[C:21]([N:46]([CH2:45][C:41]2[O:40][CH:44]=[CH:43][CH:42]=2)[CH3:47])[N:20]=[C:19]([Cl:25])[N:18]=1)[C:10]([O:12][C:13]([CH3:15])([CH3:14])[CH3:16])=[O:11])=[O:27])([CH3:32])[CH3:30]. (7) The product is: [CH2:1]([N:8]1[C:16]2[C:15](=[O:17])[NH:14][CH:13]=[N:12][C:11]=2[C:10]([C:18]#[N:19])=[C:9]1[Cl:20])[C:2]1[CH:3]=[CH:4][CH:5]=[CH:6][CH:7]=1. Given the reactants [CH2:1]([N:8]1[C:16]2[C:15](=[O:17])[NH:14][CH:13]=[N:12][C:11]=2[C:10]([C:18]#[N:19])=[CH:9]1)[C:2]1[CH:7]=[CH:6][CH:5]=[CH:4][CH:3]=1.[Cl:20]N1C(=O)CCC1=O.O, predict the reaction product.